Dataset: Catalyst prediction with 721,799 reactions and 888 catalyst types from USPTO. Task: Predict which catalyst facilitates the given reaction. (1) Reactant: [Br:1][C:2]1[C:3]([F:12])=[C:4]2[C:10]([NH2:11])=[CH:9][NH:8][C:5]2=[N:6][CH:7]=1.[CH3:13][O:14][CH2:15][CH2:16][C:17](O)=[O:18].C(N(CC)CC)C.C1N(P(Cl)(N2C(=O)OCC2)=O)C(=O)OC1.O[Li].O. Product: [Br:1][C:2]1[C:3]([F:12])=[C:4]2[C:10]([NH:11][C:17](=[O:18])[CH2:16][CH2:15][O:14][CH3:13])=[CH:9][NH:8][C:5]2=[N:6][CH:7]=1. The catalyst class is: 34. (2) Reactant: Cl[C:2]1[N:3]([CH2:10][C:11]2([OH:33])[CH2:16][CH2:15][N:14]([C:17](=[O:32])[CH2:18][N:19]3[CH2:24][CH2:23][N:22]([C:25]([O:27][C:28]([CH3:31])([CH3:30])[CH3:29])=[O:26])[CH2:21][CH2:20]3)[CH2:13][CH2:12]2)[CH:4]=[C:5]([N+:7]([O-:9])=[O:8])[N:6]=1.[H-].[Na+]. Product: [N+:7]([C:5]1[N:6]=[C:2]2[N:3]([CH:4]=1)[CH2:10][C:11]1([CH2:16][CH2:15][N:14]([C:17](=[O:32])[CH2:18][N:19]3[CH2:24][CH2:23][N:22]([C:25]([O:27][C:28]([CH3:31])([CH3:30])[CH3:29])=[O:26])[CH2:21][CH2:20]3)[CH2:13][CH2:12]1)[O:33]2)([O-:9])=[O:8]. The catalyst class is: 12. (3) Reactant: [O:1]1[CH2:6][CH2:5][CH2:4][CH2:3][CH:2]1[N:7]1[C:15]2[C:10](=[CH:11][C:12]([C:16]3[N:20]=[CH:19][N:18]([C:21]([C:34]4C=CC=CC=4)([C:28]4C=CC=CC=4)[C:22]4C=CC=CC=4)[N:17]=3)=[CH:13][CH:14]=2)[C:9]([C:40]2[CH:41]=[C:42]([NH2:46])[CH:43]=[CH:44][CH:45]=2)=[N:8]1.[CH:47]1([C:52](Cl)=[O:53])[CH2:51][CH2:50][CH2:49][CH2:48]1.C(N(CC)CC)C. Product: [CH:47]1([C:52]([NH:46][C:42]2[CH:43]=[CH:44][CH:45]=[C:40]([C:9]3[C:10]4[C:15](=[CH:14][CH:13]=[C:12]([C:16]5[N:20]=[CH:19][N:18]([C:21]([CH3:22])([CH3:34])[CH3:28])[N:17]=5)[CH:11]=4)[N:7]([CH:2]4[CH2:3][CH2:4][CH2:5][CH2:6][O:1]4)[N:8]=3)[CH:41]=2)=[O:53])[CH2:51][CH2:50][CH2:49][CH2:48]1. The catalyst class is: 7. (4) Reactant: [Br:1][C:2]1[CH:7]=[CH:6][C:5]([NH:8][C:9]2[C:14]([C:15]([OH:17])=[O:16])=[CH:13][N:12]=[C:11]([Cl:18])[C:10]=2[Cl:19])=[C:4]([Cl:20])[CH:3]=1.CO.[Si](C=[N+]=[N-])(C)(C)[CH3:24]. Product: [Br:1][C:2]1[CH:7]=[CH:6][C:5]([NH:8][C:9]2[C:14]([C:15]([O:17][CH3:24])=[O:16])=[CH:13][N:12]=[C:11]([Cl:18])[C:10]=2[Cl:19])=[C:4]([Cl:20])[CH:3]=1. The catalyst class is: 11. (5) Reactant: [CH3:1][C:2]([O-:5])(C)[CH3:3].[K+].O[C:8]1[CH:16]=[CH:15]C=[C:13]2[C:9]=1[CH2:10][CH2:11][C:12]2=O. Product: [CH:10](=[C:9]1[C:8]2[CH:16]=[CH:15][CH:3]=[C:2]([OH:5])[C:1]=2[CH2:12][CH2:13]1)[CH3:11]. The catalyst class is: 28.